Dataset: Forward reaction prediction with 1.9M reactions from USPTO patents (1976-2016). Task: Predict the product of the given reaction. (1) Given the reactants [CH:1]1([CH:6]([O:19][CH3:20])[C:7]2[CH:12]=[CH:11][C:10]([C:13]([F:16])([F:15])[F:14])=[CH:9][C:8]=2[CH2:17]O)[CH2:5][CH2:4][CH2:3][CH2:2]1.C(Br)(Br)(Br)[Br:22].C1(P(C2C=CC=CC=2)C2C=CC=CC=2)C=CC=CC=1, predict the reaction product. The product is: [Br:22][CH2:17][C:8]1[CH:9]=[C:10]([C:13]([F:16])([F:15])[F:14])[CH:11]=[CH:12][C:7]=1[C@H:6]([CH:1]1[CH2:5][CH2:4][CH2:3][CH2:2]1)[O:19][CH3:20]. (2) Given the reactants [Cl:1][C:2]1[N:3]=[CH:4][NH:5][C:6]=1[Cl:7].[OH-].[K+].[Br:10][CH2:11][CH2:12][CH2:13][CH2:14][CH2:15][CH2:16][CH2:17][CH2:18][CH3:19].[K+].[Br-].Br[CH2:23][C:24]1[CH:33]=[CH:32][C:31]2[C:26](=[CH:27][CH:28]=[CH:29][CH:30]=2)[CH:25]=1, predict the reaction product. The product is: [Br-:10].[CH2:11]([C:32]1[C:31]2[C:26](=[CH:27][CH:28]=[CH:29][CH:30]=2)[CH:25]=[C:24]([CH3:23])[C:33]=1[N+:3]1[C:2]([Cl:1])=[C:6]([Cl:7])[NH:5][CH:4]=1)[CH2:12][CH2:13][CH2:14][CH2:15][CH2:16][CH2:17][CH2:18][CH3:19]. (3) Given the reactants [CH3:1][O-:2].[Na+].S(O)(O)(=O)=O.[CH3:9][O:10][C:11]([NH2:13])=[NH:12].[C:14]([O:22]C)(=O)[CH2:15][C:16]([O:18]OC)=O, predict the reaction product. The product is: [CH3:9][O:10][C:11]1[N:13]=[C:14]([OH:22])[C:15]([O:2][CH3:1])=[C:16]([OH:18])[N:12]=1.